From a dataset of Catalyst prediction with 721,799 reactions and 888 catalyst types from USPTO. Predict which catalyst facilitates the given reaction. (1) Reactant: [Cl:1][C:2]1[CH:7]=[CH:6][C:5]([NH2:8])=[CH:4][C:3]=1[C:9]1[O:10][C:11]2[CH:17]=[CH:16][C:15]([Cl:18])=[CH:14][C:12]=2[N:13]=1.N1C=CC=CC=1.Cl[C:26]([O:28][CH2:29][C:30]#[CH:31])=[O:27]. Product: [CH2:29]([O:28][C:26](=[O:27])[NH:8][C:5]1[CH:6]=[CH:7][C:2]([Cl:1])=[C:3]([C:9]2[O:10][C:11]3[CH:17]=[CH:16][C:15]([Cl:18])=[CH:14][C:12]=3[N:13]=2)[CH:4]=1)[C:30]#[CH:31]. The catalyst class is: 22. (2) Reactant: [Br-].[Cl:2][C:3]1[CH:13]=[CH:12][C:6]([O:7][CH2:8][C:9]([OH:11])=[O:10])=[C:5]([O:14]C)[CH:4]=1. Product: [Cl:2][C:3]1[CH:13]=[CH:12][C:6]([O:7][CH2:8][C:9]([OH:11])=[O:10])=[C:5]([OH:14])[CH:4]=1. The catalyst class is: 6. (3) Reactant: [C:1]([C:3](=[C:9]1[CH2:14][CH2:13][O:12][CH2:11][CH2:10]1)[C:4]([O:6][CH2:7][CH3:8])=[O:5])#[N:2].[Cl:15][C:16]1[CH:21]=[CH:20][C:19]([Mg]Br)=[CH:18][CH:17]=1. Product: [Cl:15][C:16]1[CH:21]=[CH:20][C:19]([C:9]2([CH:3]([C:1]#[N:2])[C:4]([O:6][CH2:7][CH3:8])=[O:5])[CH2:14][CH2:13][O:12][CH2:11][CH2:10]2)=[CH:18][CH:17]=1. The catalyst class is: 332. (4) Reactant: S([O-])([O-])(=O)=O.[Al+3].S([O-])([O-])(=O)=O.S([O-])([O-])(=O)=O.[Al+3].Cl.S([O-])([O-])(=O)=O.[OH:24][CH2:25][CH:26]([CH2:28][OH:29])[OH:27]. Product: [OH:24][CH2:25][C:26]1([O:29][CH2:28][C@@H:26]([OH:27])[C@@H:25]([OH:24])[C@H:28]1[OH:29])[OH:27]. The catalyst class is: 24. (5) Reactant: [F:1][C:2]1[CH:7]=[CH:6][C:5]([C:8]2[C:13]([C:14]3[CH:19]=[CH:18][N:17]=[CH:16][CH:15]=3)=[C:12]([C:20]3[CH:25]=[CH:24][C:23]([F:26])=[CH:22][CH:21]=3)[N:11]=[C:10]3[NH:27][N:28]=[CH:29][C:9]=23)=[CH:4][CH:3]=1.[CH3:30][S:31][C:32]1[CH:37]=[CH:36][C:35](B(O)O)=[CH:34][CH:33]=1.N1C=CC=CC=1.C(N(CC)CC)C. Product: [F:1][C:2]1[CH:7]=[CH:6][C:5]([C:8]2[C:9]3[C:10](=[N:27][N:28]([C:35]4[CH:36]=[CH:37][C:32]([S:31][CH3:30])=[CH:33][CH:34]=4)[CH:29]=3)[N:11]=[C:12]([C:20]3[CH:25]=[CH:24][C:23]([F:26])=[CH:22][CH:21]=3)[C:13]=2[C:14]2[CH:15]=[CH:16][N:17]=[CH:18][CH:19]=2)=[CH:4][CH:3]=1.[F:1][C:2]1[CH:7]=[CH:6][C:5]([C:8]2[C:13]([C:14]3[CH:15]=[CH:16][N:17]=[CH:18][CH:19]=3)=[C:12]([C:20]3[CH:25]=[CH:24][C:23]([F:26])=[CH:22][CH:21]=3)[N:11]=[C:10]3[N:27]([C:35]4[CH:36]=[CH:37][C:32]([S:31][CH3:30])=[CH:33][CH:34]=4)[N:28]=[CH:29][C:9]=23)=[CH:4][CH:3]=1. The catalyst class is: 2. (6) The catalyst class is: 149. Product: [NH2:15][C:14]1[N:13]=[CH:12][N:11]=[C:10]2[N:6]([CH:1]3[CH2:5][CH2:4][CH2:3][CH2:2]3)[N:7]=[C:8]([C:27]3[CH:26]=[CH:25][C:24]([O:17][C:18]4[CH:23]=[CH:22][CH:21]=[CH:20][CH:19]=4)=[CH:33][C:28]=3[CH2:29][OH:30])[C:9]=12. Reactant: [CH:1]1([N:6]2[C:10]3=[N:11][CH:12]=[N:13][C:14]([NH2:15])=[C:9]3[C:8](I)=[N:7]2)[CH2:5][CH2:4][CH2:3][CH2:2]1.[O:17]([C:24]1[CH:25]=[CH:26][C:27]2B(O)[O:30][CH2:29][C:28]=2[CH:33]=1)[C:18]1[CH:23]=[CH:22][CH:21]=[CH:20][CH:19]=1.O.C(=O)([O-])[O-].[Na+].[Na+]. (7) Reactant: [C:1]1([N:7]([C:14]2[CH:19]=[CH:18][C:17]([C:20]3[C:28]4[C:24](=[N:25][NH:26][N:27]=4)[C:23]([C:29]4[CH:34]=[CH:33][C:32]([N:35]([C:42]5[CH:47]=[CH:46][CH:45]=[CH:44][CH:43]=5)[C:36]5[CH:41]=[CH:40][CH:39]=[CH:38][CH:37]=5)=[CH:31][CH:30]=4)=[CH:22][CH:21]=3)=[CH:16][CH:15]=2)[C:8]2[CH:13]=[CH:12][CH:11]=[CH:10][CH:9]=2)[CH:6]=[CH:5][CH:4]=[CH:3][CH:2]=1.Cl[C:49]1[C:58]2[C:53](=[CH:54][CH:55]=[CH:56][CH:57]=2)[N:52]=[C:51]([CH3:59])[CH:50]=1.[H-].[Na+]. Product: [C:8]1([N:7]([C:14]2[CH:15]=[CH:16][C:17]([C:20]3[C:28]4[C:24](=[N:25][N:26]([C:49]5[C:58]6[C:53](=[CH:54][CH:55]=[CH:56][CH:57]=6)[N:52]=[C:51]([CH3:59])[CH:50]=5)[N:27]=4)[C:23]([C:29]4[CH:34]=[CH:33][C:32]([N:35]([C:36]5[CH:37]=[CH:38][CH:39]=[CH:40][CH:41]=5)[C:42]5[CH:43]=[CH:44][CH:45]=[CH:46][CH:47]=5)=[CH:31][CH:30]=4)=[CH:22][CH:21]=3)=[CH:18][CH:19]=2)[C:1]2[CH:2]=[CH:3][CH:4]=[CH:5][CH:6]=2)[CH:13]=[CH:12][CH:11]=[CH:10][CH:9]=1. The catalyst class is: 9. (8) Reactant: C(OC([N:11]([C:29]1[CH:38]=[C:37]([CH3:39])[C:36]2[C:31](=[CH:32][C:33]([O:40][CH3:41])=[CH:34][CH:35]=2)[N:30]=1)[C@H:12]1[CH2:17][CH2:16][CH2:15][C@H:14]([NH:18]C(=O)OCC2C=CC=CC=2)[CH2:13]1)=O)C1C=CC=CC=1. Product: [CH3:41][O:40][C:33]1[CH:32]=[C:31]2[C:36]([C:37]([CH3:39])=[CH:38][C:29]([NH:11][C@H:12]3[CH2:17][CH2:16][CH2:15][C@H:14]([NH2:18])[CH2:13]3)=[N:30]2)=[CH:35][CH:34]=1. The catalyst class is: 29. (9) Reactant: [CH3:1][O:2][CH2:3][C:4]1[N:8]([S:9]([C:12]2[CH:18]=[CH:17][C:15]([CH3:16])=[CH:14][CH:13]=2)(=[O:11])=[O:10])[C:7]2[CH:19]=[CH:20][C:21](N)=[CH:22][C:6]=2[N:5]=1.COCC1N(S(C2C=CC(C)=CC=2)(=O)=O)C2C=CC([N+]([O-])=O)=CC=2[N:28]=1. Product: [CH3:1][O:2][CH2:3][C:4]1[N:8]([S:9]([C:12]2[CH:13]=[CH:14][C:15]([CH3:16])=[CH:17][CH:18]=2)(=[O:11])=[O:10])[C:7]2[CH:19]=[C:20]([NH2:28])[CH:21]=[CH:22][C:6]=2[N:5]=1. The catalyst class is: 8. (10) Reactant: [CH3:1][C:2]1[CH:3]=[C:4]([C:11]2[CH:16]=[CH:15][C:14]([N+:17]([O-:19])=[O:18])=[CH:13][CH:12]=2)[CH:5]=[CH:6][C:7]=1[C:8](=[O:10])[CH3:9].[Br-:20].[Br-].[Br-].[NH+]1C=CC=CC=1.[NH+]1C=CC=CC=1.[NH+]1C=CC=CC=1. Product: [Br:20][CH2:9][C:8]([C:7]1[CH:6]=[CH:5][C:4]([C:11]2[CH:16]=[CH:15][C:14]([N+:17]([O-:19])=[O:18])=[CH:13][CH:12]=2)=[CH:3][C:2]=1[CH3:1])=[O:10]. The catalyst class is: 15.